This data is from Reaction yield outcomes from USPTO patents with 853,638 reactions. The task is: Predict the reaction yield, written as a fraction of the theoretical maximum amount of product (1.0 means a 100% yield; for example, 0.34 means a 34% yield). (1) The reactants are CS[C:3](=[C:6]([C:9]#[N:10])[C:7]#[N:8])SC.[N:11]1([CH2:17][CH2:18][CH2:19][NH2:20])[CH2:16][CH2:15][CH2:14][CH2:13][CH2:12]1.[NH2:21][CH2:22][CH2:23][N:24]1[CH2:29][CH2:28][CH2:27][CH2:26][CH2:25]1.Cl.C(=O)([O-])O.[Na+]. The catalyst is C1COCC1.O. The product is [N:24]1([CH2:23][CH2:22][NH:21][C:3](=[C:6]([C:9]#[N:10])[C:7]#[N:8])[NH:20][CH2:19][CH2:18][CH2:17][N:11]2[CH2:16][CH2:15][CH2:14][CH2:13][CH2:12]2)[CH2:29][CH2:28][CH2:27][CH2:26][CH2:25]1. The yield is 0.450. (2) The reactants are C1(S)C=CC=CC=1.Cl[CH2:9][CH2:10][CH2:11][CH2:12][OH:13].C(=O)([O-])[O-].[K+].[K+].[C:20]1(C)[CH:25]=[CH:24][C:23]([S:26]([O-:29])(=[O:28])=O)=[CH:22][CH:21]=1.[NH+]1C=CC=CC=1.[O:37]1[CH:42]=[CH:41][CH2:40][CH2:39][CH2:38]1. The catalyst is C(#N)C.O.ClCCl. The product is [C:23]1([S:26]([CH2:9][CH2:10][CH2:11][CH2:12][O:13][CH:38]2[CH2:39][CH2:40][CH2:41][CH2:42][O:37]2)(=[O:28])=[O:29])[CH:22]=[CH:21][CH:20]=[CH:25][CH:24]=1. The yield is 0.240.